This data is from Reaction yield outcomes from USPTO patents with 853,638 reactions. The task is: Predict the reaction yield, written as a fraction of the theoretical maximum amount of product (1.0 means a 100% yield; for example, 0.34 means a 34% yield). The reactants are [NH2:1][CH2:2][C:3]1[C:4]([NH:19][C@H:20]([C:22]2[CH:27]=[CH:26][C:25]([F:28])=[CH:24][CH:23]=2)[CH3:21])=[N:5][C:6]([NH:10][C:11]2[CH:15]=[C:14]([CH:16]3[CH2:18][CH2:17]3)[NH:13][N:12]=2)=[C:7]([F:9])[CH:8]=1.[F:29][C:30]([F:36])([F:35])[S:31](Cl)(=[O:33])=[O:32]. The catalyst is C1COCC1.CN(C1C=CN=CC=1)C. The product is [CH:16]1([C:14]2[NH:13][N:12]=[C:11]([NH:10][C:6]3[N:5]=[C:4]([NH:19][C@H:20]([C:22]4[CH:23]=[CH:24][C:25]([F:28])=[CH:26][CH:27]=4)[CH3:21])[C:3]([CH2:2][NH:1][S:31]([C:30]([F:36])([F:35])[F:29])(=[O:33])=[O:32])=[CH:8][C:7]=3[F:9])[CH:15]=2)[CH2:18][CH2:17]1. The yield is 0.150.